This data is from Reaction yield outcomes from USPTO patents with 853,638 reactions. The task is: Predict the reaction yield, written as a fraction of the theoretical maximum amount of product (1.0 means a 100% yield; for example, 0.34 means a 34% yield). (1) The reactants are Br[C:2]1[C:11]2[C:6](=[CH:7][CH:8]=[CH:9][CH:10]=2)[C:5](=[O:12])[N:4]([CH3:13])[CH:3]=1.[CH3:14][O:15][C:16]1[CH:17]=[C:18](B(O)O)[CH:19]=[CH:20][CH:21]=1.C1C=CC(P(C2C=CC=CC=2)C2C=CC=CC=2)=CC=1.C([O-])([O-])=O.[Na+].[Na+]. The catalyst is O1CCOCC1.O.C1C=CC(P(C2C=CC=CC=2)[C-]2C=CC=C2)=CC=1.C1C=CC(P(C2C=CC=CC=2)[C-]2C=CC=C2)=CC=1.Cl[Pd]Cl.[Fe+2].CC(=O)OCC. The product is [CH3:14][O:15][C:16]1[CH:21]=[C:20]([C:2]2[C:11]3[C:6](=[CH:7][CH:8]=[CH:9][CH:10]=3)[C:5](=[O:12])[N:4]([CH3:13])[CH:3]=2)[CH:19]=[CH:18][CH:17]=1. The yield is 0.170. (2) The reactants are N[C:2]1[N:10]=[C:9]2[C:5]([N:6]=[CH:7][NH:8]2)=[C:4]([NH:11][C@H:12]([C:14]2[N:15]=[C:16]3[S:30][CH:29]=[C:28]([CH3:31])[N:17]3[C:18](=[O:27])[C:19]=2[C:20]2[CH:25]=[CH:24][CH:23]=[C:22]([F:26])[CH:21]=2)[CH3:13])[N:3]=1.N([O-])=[O:33].[Na+]. The catalyst is C(O)(=O)C.O. The product is [F:26][C:22]1[CH:21]=[C:20]([C:19]2[C:18](=[O:27])[N:17]3[C:28]([CH3:31])=[CH:29][S:30][C:16]3=[N:15][C:14]=2[C@@H:12]([NH:11][C:4]2[N:3]=[C:2]([OH:33])[N:10]=[C:9]3[C:5]=2[N:6]=[CH:7][NH:8]3)[CH3:13])[CH:25]=[CH:24][CH:23]=1. The yield is 0.200. (3) The reactants are O=P(Cl)(Cl)[Cl:3].[CH3:6][C@H:7]1[C:15]2[C:14](O)=[N:13][CH:12]=[N:11][C:10]=2[CH2:9][CH2:8]1.C([O-])(O)=O.[Na+]. The catalyst is ClCCCl. The product is [Cl:3][C:14]1[C:15]2[C@H:7]([CH3:6])[CH2:8][CH2:9][C:10]=2[N:11]=[CH:12][N:13]=1. The yield is 0.611.